Dataset: Drug-target binding data from BindingDB using IC50 measurements. Task: Regression. Given a target protein amino acid sequence and a drug SMILES string, predict the binding affinity score between them. We predict pIC50 (pIC50 = -log10(IC50 in M); higher means more potent). Dataset: bindingdb_ic50. (1) The drug is CCCCCCCCCCC1=C(OC)C(=O)C=C(OC)C1=O. The target protein (Q2M385) has sequence MNNFRATILFWAAAAWAKSGKPSGEMDEVGVQKCKNALKLPVLEVLPGGGWDNLRNVDMGRVMELTYSNCRTTEDGQYIIPDEIFTIPQKQSNLEMNSEILESWANYQSSTSYSINTELSLFSKVNGKFSTEFQRMKTLQVKDQAITTRVQVRNLVYTVKINPTLELSSGFRKELLDISDRLENNQTRMATYLAELLVLNYGTHVTTSVDAGAALIQEDHLRASFLQDSQSSRSAVTASAGLAFQNTVNFKFEENYTSQNVLTKSYLSNRTNSRVQSIGGVPFYPGITLQAWQQGITNHLVAIDRSGLPLHFFINPNMLPDLPGPLVKKVSKTVETAVKRYYTFNTYPGCTDLNSPNFNFQANTDDGSCEGKMTNFSFGGVYQECTQLSGNRDVLLCQKLEQKNPLTGDFSCPSGYSPVHLLSQIHEEGYNHLECHRKCTLLVFCKTVCEDVFQVAKAEFRAFWCVASSQVPENSGLLFGGLFSSKSINPMTNAQSCPAG.... The pIC50 is 5.0. (2) The small molecule is Cc1ccccc1Nc1ncnc2c1c(-c1ccccc1)cn2-c1ccc(F)cc1. The target protein sequence is MVLVLHHILIAVVQFLRRGQQVFLKPDEPPPPPQPCADSLQDALLSLGSVIDISGLQRAVKEALSAVLPRVETVYTYLLDGESQLVCEDPPHELPQEGKVREAIISQKRLGCNGLGFSDLPGKPLARLVAPLAPDTQVLVMPLADKEAGAVAAVILVHCGQLSDNEEWSLQAVEKHTLVALRRVQVLQQRGPREAPRAVQNPPEGTAEDQKGGAAYTDRDRKILQLCGELYDLDASSLQLKVLQYLQQETRASRCCLLLVSEDNLQLSCKVIGDKVLGEEVSFPLTGCLGQVVEDKKSIQLKDLTSEDVQQLQSMLGCELQAMLCVPVISRATDQVVALACAFNKLEGDLFTDEDEHVIQHCFHYTSTVLTSTLAFQKEQKLKCECQALLQVAKNLFTHLDDVSVLLQEIITEARNLSNAEICSVFLLDQNELVAKVFDGGVVDDESYEIRIPADQGIAGHVATTGQILNIPDAYAHPLFYRGVDDSTGFRTRNILCFPI.... The pIC50 is 4.0. (3) The compound is CC(c1c(Cl)ccc(F)c1Cl)c1c(Cl)[nH]c2ncc(-c3cnn(C4CCNCC4)c3)cc12. The target protein sequence is MGAIGLLWLLPLLLSTAAVGSGMGTGQRAGSPAAGPPLQPREPLSYSRLQRKSLAVDFVVPSLFRVYARDLLLPPSSSELKAGRPEARGSLALDCAPLLRLLGPAPGVSWTAGSPAPAEARTLSRVLKGGSVRKLRRAKQLVLELGEEAILEGCVGPPGEAAVGLLQFNLSELFSWWIRQGEGRLRIRLMPEKKASEVGREGRLSAAIRASQPRLLFQIFGTGHSSLESPTNMPSPSPDYFTWNLTWIMKDSFPFLSHRSRYGLECSFDFPCELEYSPPLHDLRNQSWSWRRIPSEEASQMDLLDGPGAERSKEMPRGSFLLLNTSADSKHTILSPWMRSSSEHCTLAVSVHRHLQPSGRYIAQLLPHNEAAREILLMPTPGKHGWTVLQGRIGRPDNPFRVALEYISSGNRSLSAVDFFALKNCSEGTSPGSKMALQSSFTCWNGTVLQLGQACDFHQDCAQGEDESQMCRKLPVGFYCNFEDGFCGWTQGTLSPHTPQ.... The pIC50 is 5.4.